This data is from Forward reaction prediction with 1.9M reactions from USPTO patents (1976-2016). The task is: Predict the product of the given reaction. (1) The product is: [CH3:29][C:28]1[C:23]2[N:24]([CH:30]=[C:21]([CH2:20][CH2:5][C:4]#[C:3][Si:2]([CH3:7])([CH3:6])[CH3:1])[N:22]=2)[CH:25]=[CH:26][CH:27]=1. Given the reactants [CH3:1][Si:2]([CH3:7])([CH3:6])[C:3]#[C:4][CH3:5].[Li]CCCC.CCCCCC.Cl[CH2:20][C:21]1[N:22]=[C:23]2[C:28]([CH3:29])=[CH:27][CH:26]=[CH:25][N:24]2[CH:30]=1, predict the reaction product. (2) Given the reactants [CH2:1]1[C@H:5]2[CH2:6][CH2:7][C@H:8]([NH:9][C:10](=[O:16])[O:11][C:12]([CH3:15])([CH3:14])[CH3:13])[C@H:4]2[CH2:3][NH:2]1.C1(P(C2C=CC=CC=2)C2C=CC3C(=CC=CC=3)C=2C2C3C(=CC=CC=3)C=CC=2P(C2C=CC=CC=2)C2C=CC=CC=2)C=CC=CC=1.P([O-])([O-])([O-])=O.[K+].[K+].[K+].Br[C:72]1[CH:77]=[CH:76][CH:75]=[C:74]([C:78]([F:81])([F:80])[F:79])[CH:73]=1, predict the reaction product. The product is: [F:79][C:78]([F:81])([F:80])[C:74]1[CH:73]=[C:72]([N:2]2[CH2:3][C@@H:4]3[C@@H:8]([NH:9][C:10](=[O:16])[O:11][C:12]([CH3:13])([CH3:15])[CH3:14])[CH2:7][CH2:6][C@@H:5]3[CH2:1]2)[CH:77]=[CH:76][CH:75]=1. (3) Given the reactants [Cl:1][C:2]1[C:7]2[CH2:8][CH:9]([CH3:11])[O:10][C:6]=2[C:5]([C:12]2(O)[C@H:17]([O:18][Si](C)(C)C)[C@@H:16]([O:23][Si](C)(C)C)[C@H:15]([O:28][Si](C)(C)C)[C@@H:14]([CH2:33][O:34][Si](C)(C)C)[O:13]2)=[CH:4][C:3]=1[CH2:40][C:41]1[CH:46]=[CH:45][C:44]([O:47][CH2:48][CH3:49])=[CH:43][CH:42]=1.CS(O)(=O)=O.C([O-])(O)=O.[Na+].C([SiH](CC)CC)C.B(F)(F)F.CCOCC, predict the reaction product. The product is: [Cl:1][C:2]1[C:7]2[CH2:8][CH:9]([CH3:11])[O:10][C:6]=2[C:5]([C@H:12]2[C@H:17]([OH:18])[C@@H:16]([OH:23])[C@H:15]([OH:28])[C@@H:14]([CH2:33][OH:34])[O:13]2)=[CH:4][C:3]=1[CH2:40][C:41]1[CH:42]=[CH:43][C:44]([O:47][CH2:48][CH3:49])=[CH:45][CH:46]=1. (4) Given the reactants [CH:1]12[CH:7]([CH2:8][CH:9]([N:13]3[CH2:17][C:16]([O:18][C:19]4[CH:24]=[CH:23][CH:22]=[CH:21][C:20]=4[Cl:25])=[CH:15][C:14]3=[O:26])[C:10](O)=[O:11])[CH:4]([CH2:5][CH2:6]1)[CH2:3][CH2:2]2.[CH3:27]N(C)CCCN=C=NCC.ON1C2C=CC=CC=2N=N1.Cl.[OH:49][C@@H:50]([CH2:80]O)[CH2:51][N:52]1[CH:56]=[CH:55][C:54]([NH:57]C(=O)[C@@H](N2CC(OC3C=CC=C(Cl)C=3Cl)=CC2=O)CC(C)C)=[N:53]1, predict the reaction product. The product is: [CH:1]12[CH:7]([CH2:8][CH:9]([N:13]3[CH2:17][C:16]([O:18][C:19]4[CH:24]=[CH:23][CH:22]=[CH:21][C:20]=4[Cl:25])=[CH:15][C:14]3=[O:26])[C:10]([NH:57][C:54]3[CH:55]=[CH:56][N:52]([CH2:51][C:50]([OH:49])([CH3:80])[CH3:27])[N:53]=3)=[O:11])[CH:4]([CH2:5][CH2:6]1)[CH2:3][CH2:2]2. (5) Given the reactants [C:1]([CH2:3][C:4]([O:6][CH2:7][CH3:8])=[O:5])#[N:2].C([O-])([O-])=O.[K+].[K+].Cl[CH2:16][CH2:17][C:18]([C:20]1[CH:25]=[CH:24][C:23]([F:26])=[CH:22][CH:21]=1)=[O:19], predict the reaction product. The product is: [C:1]([CH:3]([CH2:16][CH2:17][C:18]([C:20]1[CH:21]=[CH:22][C:23]([F:26])=[CH:24][CH:25]=1)=[O:19])[C:4]([O:6][CH2:7][CH3:8])=[O:5])#[N:2]. (6) Given the reactants [CH3:1][NH:2][S:3]([C:6]1[CH:7]=[C:8]2[C:12](=[CH:13][CH:14]=1)[NH:11][C:10](=[O:15])[CH2:9]2)(=[O:5])=[O:4].[NH:16]1[C:24]2[C:19](=[CH:20][CH:21]=[CH:22][CH:23]=2)[C:18]([CH:25]=O)=[CH:17]1, predict the reaction product. The product is: [CH3:1][NH:2][S:3]([C:6]1[CH:7]=[C:8]2[C:12](=[CH:13][CH:14]=1)[NH:11][C:10](=[O:15])[C:9]2=[CH:25][C:18]1[C:19]2[C:24](=[CH:23][CH:22]=[CH:21][CH:20]=2)[NH:16][CH:17]=1)(=[O:5])=[O:4]. (7) Given the reactants [OH:1]O.[Br:3][C:4]1[CH:9]=[CH:8][C:7]([S:10][C:11]([F:14])([F:13])[F:12])=[CH:6][CH:5]=1, predict the reaction product. The product is: [F:13][C:11]([S:10]([C:7]1[CH:6]=[CH:5][C:4]([Br:3])=[CH:9][CH:8]=1)=[O:1])([F:14])[F:12].